Dataset: Reaction yield outcomes from USPTO patents with 853,638 reactions. Task: Predict the reaction yield, written as a fraction of the theoretical maximum amount of product (1.0 means a 100% yield; for example, 0.34 means a 34% yield). The reactants are [CH3:1][N:2]([CH3:10])[C:3]1[CH:8]=[CH:7][C:6](Br)=[CH:5][CH:4]=1.[C:11]([NH2:21])(=[O:20])/[CH:12]=[CH:13]/[C:14]1[CH:19]=[CH:18][CH:17]=[CH:16][CH:15]=1.C([O-])([O-])=O.[K+].[K+].CN[C@@H]1CCCC[C@H]1NC. The catalyst is [Cu]I.C1(C)C=CC=CC=1. The product is [CH3:1][N:2]([CH3:10])[C:3]1[CH:8]=[CH:7][C:6]([NH:21][C:11](=[O:20])/[CH:12]=[CH:13]/[C:14]2[CH:19]=[CH:18][CH:17]=[CH:16][CH:15]=2)=[CH:5][CH:4]=1. The yield is 0.980.